From a dataset of NCI-60 drug combinations with 297,098 pairs across 59 cell lines. Regression. Given two drug SMILES strings and cell line genomic features, predict the synergy score measuring deviation from expected non-interaction effect. (1) Drug 2: CC1CCCC2(C(O2)CC(NC(=O)CC(C(C(=O)C(C1O)C)(C)C)O)C(=CC3=CSC(=N3)C)C)C. Synergy scores: CSS=49.4, Synergy_ZIP=11.7, Synergy_Bliss=14.2, Synergy_Loewe=-20.8, Synergy_HSA=11.3. Cell line: OVCAR-4. Drug 1: C(=O)(N)NO. (2) Drug 1: C1=CN(C=N1)CC(O)(P(=O)(O)O)P(=O)(O)O. Drug 2: CN(CCCl)CCCl.Cl. Cell line: COLO 205. Synergy scores: CSS=22.3, Synergy_ZIP=9.86, Synergy_Bliss=9.51, Synergy_Loewe=-9.34, Synergy_HSA=1.19. (3) Drug 2: C1C(C(OC1N2C=NC3=C(N=C(N=C32)Cl)N)CO)O. Synergy scores: CSS=4.55, Synergy_ZIP=-0.670, Synergy_Bliss=-0.595, Synergy_Loewe=-1.90, Synergy_HSA=-1.23. Drug 1: CCCS(=O)(=O)NC1=C(C(=C(C=C1)F)C(=O)C2=CNC3=C2C=C(C=N3)C4=CC=C(C=C4)Cl)F. Cell line: A498. (4) Drug 1: CC(CN1CC(=O)NC(=O)C1)N2CC(=O)NC(=O)C2. Drug 2: C1CN(P(=O)(OC1)NCCCl)CCCl. Cell line: HS 578T. Synergy scores: CSS=10.6, Synergy_ZIP=-3.45, Synergy_Bliss=1.25, Synergy_Loewe=-7.85, Synergy_HSA=0.443. (5) Drug 1: CN1C(=O)N2C=NC(=C2N=N1)C(=O)N. Drug 2: CCC1=C2CN3C(=CC4=C(C3=O)COC(=O)C4(CC)O)C2=NC5=C1C=C(C=C5)O. Cell line: SNB-75. Synergy scores: CSS=14.3, Synergy_ZIP=-4.83, Synergy_Bliss=-2.22, Synergy_Loewe=-47.3, Synergy_HSA=-1.16. (6) Drug 1: CC1CCC2CC(C(=CC=CC=CC(CC(C(=O)C(C(C(=CC(C(=O)CC(OC(=O)C3CCCCN3C(=O)C(=O)C1(O2)O)C(C)CC4CCC(C(C4)OC)OCCO)C)C)O)OC)C)C)C)OC. Drug 2: CS(=O)(=O)CCNCC1=CC=C(O1)C2=CC3=C(C=C2)N=CN=C3NC4=CC(=C(C=C4)OCC5=CC(=CC=C5)F)Cl. Cell line: A498. Synergy scores: CSS=0.792, Synergy_ZIP=-0.717, Synergy_Bliss=4.36, Synergy_Loewe=3.78, Synergy_HSA=3.47.